Dataset: Peptide-MHC class I binding affinity with 185,985 pairs from IEDB/IMGT. Task: Regression. Given a peptide amino acid sequence and an MHC pseudo amino acid sequence, predict their binding affinity value. This is MHC class I binding data. (1) The peptide sequence is KMRPMFAVG. The MHC is HLA-B15:01 with pseudo-sequence HLA-B15:01. The binding affinity (normalized) is 0.672. (2) The peptide sequence is MLYPLLWMF. The MHC is HLA-A32:15 with pseudo-sequence HLA-A32:15. The binding affinity (normalized) is 0.534. (3) The peptide sequence is FLPPQIPVI. The MHC is HLA-B58:01 with pseudo-sequence HLA-B58:01. The binding affinity (normalized) is 0.0847. (4) The peptide sequence is QLVDFLCGL. The MHC is HLA-A02:01 with pseudo-sequence HLA-A02:01. The binding affinity (normalized) is 0.990.